This data is from Full USPTO retrosynthesis dataset with 1.9M reactions from patents (1976-2016). The task is: Predict the reactants needed to synthesize the given product. (1) The reactants are: [CH3:1][O:2][C:3]1[CH:10]=[CH:9][C:6]([CH:7]=O)=[C:5]([CH3:11])[CH:4]=1.[C:12]([CH2:14][C:15]([OH:17])=[O:16])#[N:13].C([O-])(=O)C.[NH4+].N1C=CC=CC=1. Given the product [C:12]([C:14](=[CH:7][C:6]1[CH:9]=[CH:10][C:3]([O:2][CH3:1])=[CH:4][C:5]=1[CH3:11])[C:15]([OH:17])=[O:16])#[N:13], predict the reactants needed to synthesize it. (2) The reactants are: [H-].[H-].[H-].[H-].[Li+].[Al+3].[Cl:7][C:8]1[C:17]([Cl:18])=[CH:16][CH:15]=[CH:14][C:9]=1[C:10](OC)=[O:11]. Given the product [Cl:7][C:8]1[C:17]([Cl:18])=[CH:16][CH:15]=[CH:14][C:9]=1[CH2:10][OH:11], predict the reactants needed to synthesize it. (3) Given the product [F:44][C:41]1[CH:42]=[CH:43][C:38]([CH:15]([C:11]2([OH:14])[CH2:10][CH2:9][N:8]([CH3:6])[CH2:13][CH2:12]2)[C:16]([N:18]2[CH2:23][CH2:22][N:21]([CH2:24][CH2:25][CH2:26][CH2:27][C:28]3[C:37]4[C:32](=[CH:33][CH:34]=[CH:35][CH:36]=4)[CH:31]=[CH:30][CH:29]=3)[CH2:20][CH2:19]2)=[O:17])=[CH:39][CH:40]=1, predict the reactants needed to synthesize it. The reactants are: C(O[C:6]([N:8]1[CH2:13][CH2:12][C:11]([CH:15]([C:38]2[CH:43]=[CH:42][C:41]([F:44])=[CH:40][CH:39]=2)[C:16]([N:18]2[CH2:23][CH2:22][N:21]([CH2:24][CH2:25][CH2:26][CH2:27][C:28]3[C:37]4[C:32](=[CH:33][CH:34]=[CH:35][CH:36]=4)[CH:31]=[CH:30][CH:29]=3)[CH2:20][CH2:19]2)=[O:17])([OH:14])[CH2:10][CH2:9]1)=O)(C)(C)C.Cl.O1CCOCC1. (4) Given the product [C:12]([O:11][C:9](=[O:10])[NH:29][C:24]1[CH:25]=[N:26][CH:27]=[CH:28][C:23]=1[N:18]1[CH2:19][CH2:20][CH2:21][CH2:22][CH:17]1[CH3:16])([CH3:13])([CH3:14])[CH3:15], predict the reactants needed to synthesize it. The reactants are: [C:9](O[C:9]([O:11][C:12]([CH3:15])([CH3:14])[CH3:13])=[O:10])([O:11][C:12]([CH3:15])([CH3:14])[CH3:13])=[O:10].[CH3:16][CH:17]1[CH2:22][CH2:21][CH2:20][CH2:19][N:18]1[C:23]1[CH:28]=[CH:27][N:26]=[CH:25][C:24]=1[NH2:29].[NH4+].[Cl-]. (5) Given the product [CH3:48][O:47][C:45]1[CH:44]=[C:41]([CH:40]=[C:39]([O:38][CH3:37])[CH:46]=1)[CH2:42][NH:43][C:3]([C:5]1[N:14]2[C:8]([CH2:9][N:10]([C:19]([C:21]3[CH:26]=[CH:25][C:24]([C:27]4[CH:32]=[CH:31][CH:30]=[CH:29][C:28]=4[CH3:33])=[C:23]([CH3:34])[CH:22]=3)=[O:20])[C:11]3[CH:18]=[CH:17][CH:16]=[CH:15][C:12]=3[CH2:13]2)=[CH:7][CH:6]=1)=[O:4], predict the reactants needed to synthesize it. The reactants are: ClC(Cl)(Cl)[C:3]([C:5]1[N:14]2[C:8]([CH2:9][N:10]([C:19]([C:21]3[CH:26]=[CH:25][C:24]([C:27]4[CH:32]=[CH:31][CH:30]=[CH:29][C:28]=4[CH3:33])=[C:23]([CH3:34])[CH:22]=3)=[O:20])[C:11]3[CH:18]=[CH:17][CH:16]=[CH:15][C:12]=3[CH2:13]2)=[CH:7][CH:6]=1)=[O:4].[CH3:37][O:38][C:39]1[CH:40]=[C:41]([CH:44]=[C:45]([O:47][CH3:48])[CH:46]=1)[CH2:42][NH2:43].